Dataset: Full USPTO retrosynthesis dataset with 1.9M reactions from patents (1976-2016). Task: Predict the reactants needed to synthesize the given product. Given the product [N:39]([CH2:15][C:13]1[CH:12]=[C:11]([S:17]([NH:20][C:21]([CH3:24])([CH3:23])[CH3:22])(=[O:19])=[O:18])[CH:10]=[C:9]([S:6]([NH:5][C:1]([CH3:4])([CH3:3])[CH3:2])(=[O:8])=[O:7])[CH:14]=1)=[N+:40]=[N-:41], predict the reactants needed to synthesize it. The reactants are: [C:1]([NH:5][S:6]([C:9]1[CH:14]=[C:13]([CH2:15]O)[CH:12]=[C:11]([S:17]([NH:20][C:21]([CH3:24])([CH3:23])[CH3:22])(=[O:19])=[O:18])[CH:10]=1)(=[O:8])=[O:7])([CH3:4])([CH3:3])[CH3:2].C1(P([N:39]=[N+:40]=[N-:41])(C2C=CC=CC=2)=O)C=CC=CC=1.C1CCN2C(=NCCC2)CC1.